Dataset: NCI-60 drug combinations with 297,098 pairs across 59 cell lines. Task: Regression. Given two drug SMILES strings and cell line genomic features, predict the synergy score measuring deviation from expected non-interaction effect. (1) Drug 1: CN1CCC(CC1)COC2=C(C=C3C(=C2)N=CN=C3NC4=C(C=C(C=C4)Br)F)OC. Drug 2: CNC(=O)C1=NC=CC(=C1)OC2=CC=C(C=C2)NC(=O)NC3=CC(=C(C=C3)Cl)C(F)(F)F. Cell line: A549. Synergy scores: CSS=26.4, Synergy_ZIP=-4.38, Synergy_Bliss=-1.22, Synergy_Loewe=-7.93, Synergy_HSA=-0.0127. (2) Drug 1: CCC1=CC2CC(C3=C(CN(C2)C1)C4=CC=CC=C4N3)(C5=C(C=C6C(=C5)C78CCN9C7C(C=CC9)(C(C(C8N6C)(C(=O)OC)O)OC(=O)C)CC)OC)C(=O)OC.C(C(C(=O)O)O)(C(=O)O)O. Drug 2: CC1=C2C(C(=O)C3(C(CC4C(C3C(C(C2(C)C)(CC1OC(=O)C(C(C5=CC=CC=C5)NC(=O)OC(C)(C)C)O)O)OC(=O)C6=CC=CC=C6)(CO4)OC(=O)C)O)C)O. Cell line: NCI-H522. Synergy scores: CSS=69.8, Synergy_ZIP=-3.43, Synergy_Bliss=-4.46, Synergy_Loewe=-3.91, Synergy_HSA=0.727. (3) Drug 1: COC1=C(C=C2C(=C1)N=CN=C2NC3=CC(=C(C=C3)F)Cl)OCCCN4CCOCC4. Drug 2: CC1C(C(CC(O1)OC2CC(OC(C2O)C)OC3=CC4=CC5=C(C(=O)C(C(C5)C(C(=O)C(C(C)O)O)OC)OC6CC(C(C(O6)C)O)OC7CC(C(C(O7)C)O)OC8CC(C(C(O8)C)O)(C)O)C(=C4C(=C3C)O)O)O)O. Cell line: BT-549. Synergy scores: CSS=72.8, Synergy_ZIP=19.7, Synergy_Bliss=27.1, Synergy_Loewe=26.3, Synergy_HSA=26.0. (4) Drug 1: C1CC(=O)NC(=O)C1N2CC3=C(C2=O)C=CC=C3N. Drug 2: C1=NNC2=C1C(=O)NC=N2. Cell line: HCT116. Synergy scores: CSS=8.74, Synergy_ZIP=-2.88, Synergy_Bliss=2.93, Synergy_Loewe=4.60, Synergy_HSA=4.53.